From a dataset of Forward reaction prediction with 1.9M reactions from USPTO patents (1976-2016). Predict the product of the given reaction. (1) Given the reactants [C:1]([O:5][C:6]([N:8]1[CH2:12][C@@H:11]([CH2:13][N:14]([CH:31]([CH3:33])[CH3:32])[C:15](=[O:30])[C:16]2[CH:21]=[CH:20][C:19]([O:22][CH3:23])=[C:18]([O:24][CH2:25][CH2:26][CH2:27][O:28][CH3:29])[CH:17]=2)[C@H:10]([CH2:34][OH:35])[CH2:9]1)=[O:7])([CH3:4])([CH3:3])[CH3:2].CCN(CC)CC.[CH3:43][S:44](Cl)(=[O:46])=[O:45], predict the reaction product. The product is: [C:1]([O:5][C:6]([N:8]1[CH2:9][C@@H:10]([CH2:34][O:35][S:44]([CH3:43])(=[O:46])=[O:45])[C@H:11]([CH2:13][N:14]([CH:31]([CH3:32])[CH3:33])[C:15](=[O:30])[C:16]2[CH:21]=[CH:20][C:19]([O:22][CH3:23])=[C:18]([O:24][CH2:25][CH2:26][CH2:27][O:28][CH3:29])[CH:17]=2)[CH2:12]1)=[O:7])([CH3:4])([CH3:3])[CH3:2]. (2) Given the reactants C1(N2C(=O)N=NC2=O)C=CC=CC=1.[Si:14]([O:21][C@@H:22]1[C@@:39]2([CH3:40])[C:26](=[CH:27][CH:28]=[C:29]3[C@@H:38]2[CH2:37][CH2:36][C@@:34]2([CH3:35])[C@H:30]3[CH2:31][CH2:32][C@@H:33]2[CH2:41][O:42][CH2:43][CH2:44][CH2:45][C:46]([CH2:57][CH3:58])([O:49][Si:50]([CH2:55][CH3:56])([CH2:53][CH3:54])[CH2:51][CH3:52])[CH2:47][CH3:48])[CH2:25][C@@H:24]([O:59][Si:60]([C:63]([CH3:66])([CH3:65])[CH3:64])([CH3:62])[CH3:61])[CH2:23]1)([C:17]([CH3:20])([CH3:19])[CH3:18])([CH3:16])[CH3:15], predict the reaction product. The product is: [Si:14]([O:21][C@@H:22]1[C@@:39]2([CH3:40])[C:26](=[CH:27][CH:28]=[C:29]3[C@@H:38]2[CH2:37][CH2:36][C@@:34]2([CH3:35])[C@H:30]3[CH2:31][CH2:32][C@@H:33]2[CH2:41][O:42][CH2:43][CH2:44][CH2:45][C:46]([CH2:57][CH3:58])([O:49][Si:50]([CH2:51][CH3:52])([CH2:55][CH3:56])[CH2:53][CH3:54])[CH2:47][CH3:48])[CH2:25][C@@H:24]([O:59][Si:60]([C:63]([CH3:64])([CH3:65])[CH3:66])([CH3:61])[CH3:62])[CH2:23]1)([C:17]([CH3:19])([CH3:18])[CH3:20])([CH3:16])[CH3:15]. (3) Given the reactants [H][H].[N:3]1[C:12]2[C:7](=[CH:8][CH:9]=[CH:10][CH:11]=2)[CH:6]=[CH:5][C:4]=1[C:13]1[C:25]2[C:24]3[C:19](=[CH:20][CH:21]=[CH:22][CH:23]=3)[C:18](=[N:26]O)[C:17]=2[CH:16]=[CH:15][CH:14]=1, predict the reaction product. The product is: [N:3]1[C:12]2[C:7](=[CH:8][CH:9]=[CH:10][CH:11]=2)[CH:6]=[CH:5][C:4]=1[C:13]1[C:25]2[C:24]3[C:19](=[CH:20][CH:21]=[CH:22][CH:23]=3)[CH:18]([NH2:26])[C:17]=2[CH:16]=[CH:15][CH:14]=1. (4) Given the reactants Cl.[C:2]1([CH:8]([C:15]2[C:23]3[C:18](=[CH:19][C:20]([O:24][CH2:25][CH2:26][CH2:27][NH2:28])=[CH:21][CH:22]=3)[NH:17][CH:16]=2)[CH2:9][C:10]([O:12]CC)=[O:11])[CH:7]=[CH:6][CH:5]=[CH:4][CH:3]=1.Cl[C:30]1[C:35]([N+:36]([O-:38])=[O:37])=[CH:34][CH:33]=[CH:32][N:31]=1, predict the reaction product. The product is: [N+:36]([C:35]1[C:30]([NH:28][CH2:27][CH2:26][CH2:25][O:24][C:20]2[CH:19]=[C:18]3[C:23]([C:15]([CH:8]([C:2]4[CH:3]=[CH:4][CH:5]=[CH:6][CH:7]=4)[CH2:9][C:10]([OH:12])=[O:11])=[CH:16][NH:17]3)=[CH:22][CH:21]=2)=[N:31][CH:32]=[CH:33][CH:34]=1)([O-:38])=[O:37]. (5) Given the reactants [OH:1][C:2]1[CH:9]=[CH:8][C:5]([CH:6]=[O:7])=[CH:4][CH:3]=1.[Br:10][CH2:11][CH2:12][CH2:13]Br.C(=O)([O-])[O-].[K+].[K+], predict the reaction product. The product is: [Br:10][CH2:11][CH2:12][CH2:13][O:1][C:2]1[CH:9]=[CH:8][C:5]([CH:6]=[O:7])=[CH:4][CH:3]=1. (6) Given the reactants [CH3:1][O:2][C:3]1[CH:8]=[CH:7][C:6]([C:9](F)(F)F)=[CH:5][C:4]=1[N:13]=[C:14]=[O:15].[C:16](Cl)(Cl)=O.CO[C:22]1[CH:28]=[CH:27][C:26](C(F)(F)F)=[CH:25][C:23]=1[NH2:24].N1C=C[CH:36]=[CH:35][CH:34]=1, predict the reaction product. The product is: [CH3:1][O:2][C:3]1[C:4]([NH:13][C:14]([NH:24][C:23]2[CH:22]=[CH:28][C:27]([CH3:16])=[CH:26][CH:25]=2)=[O:15])=[CH:5][C:6]2[C:7]([CH:8]=1)=[CH:36][CH:35]=[CH:34][CH:9]=2.